This data is from Forward reaction prediction with 1.9M reactions from USPTO patents (1976-2016). The task is: Predict the product of the given reaction. (1) Given the reactants [CH2:1]([N:3]([C:16]([C:18]1[CH:23]=[CH:22][N:21]=[CH:20][CH:19]=1)=[O:17])[C:4]1[C:5]([O:14][CH3:15])=[C:6]([CH:11]=[CH:12][CH:13]=1)[C:7]([O:9]C)=[O:8])[CH3:2].O.[OH-].[Li+].[ClH:27], predict the reaction product. The product is: [ClH:27].[CH2:1]([N:3]([C:16]([C:18]1[CH:23]=[CH:22][N:21]=[CH:20][CH:19]=1)=[O:17])[C:4]1[C:5]([O:14][CH3:15])=[C:6]([CH:11]=[CH:12][CH:13]=1)[C:7]([OH:9])=[O:8])[CH3:2]. (2) Given the reactants I[CH2:2][CH3:3].[CH2:4]([N:6]([CH:19]1[CH2:24][CH2:23][CH:22]=[C:21]([C:25]2[N:26]=[C:27]([CH3:30])[NH:28][CH:29]=2)[CH2:20]1)[C:7]1[CH:14]=[CH:13][C:10]([C:11]#[N:12])=[C:9]([C:15]([F:18])([F:17])[F:16])[CH:8]=1)[CH3:5].C1(C)C=CC=CC=1.[OH-].[Na+], predict the reaction product. The product is: [CH2:4]([N:6]([CH:19]1[CH2:24][CH2:23][CH:22]=[C:21]([C:25]2[N:26]=[C:2]([CH3:3])[N:28]([CH2:27][CH3:30])[CH:29]=2)[CH2:20]1)[C:7]1[CH:14]=[CH:13][C:10]([C:11]#[N:12])=[C:9]([C:15]([F:16])([F:17])[F:18])[CH:8]=1)[CH3:5]. (3) Given the reactants C(N(C(C)C)CC)(C)C.[Cl:10][C:11]1[CH:12]=[CH:13][C:14]2[N:19]=[C:18]([C:20]3[C:29]4[C:24](=[CH:25][CH:26]=[CH:27][CH:28]=4)[CH:23]=[CH:22][CH:21]=3)[O:17][C:16](=[O:30])[C:15]=2[CH:31]=1.[CH3:32][O:33][C:34]1[CH:39]=[CH:38][CH:37]=[CH:36][C:35]=1[CH:40]1[CH2:44][CH2:43][CH2:42][NH:41]1, predict the reaction product. The product is: [Cl:10][C:11]1[CH:12]=[CH:13][C:14]([NH:19][C:18]([C:20]2[C:29]3[C:24](=[CH:25][CH:26]=[CH:27][CH:28]=3)[CH:23]=[CH:22][CH:21]=2)=[O:17])=[C:15]([C:16]([N:41]2[CH2:42][CH2:43][CH2:44][CH:40]2[C:35]2[CH:36]=[CH:37][CH:38]=[CH:39][C:34]=2[O:33][CH3:32])=[O:30])[CH:31]=1. (4) Given the reactants [CH:1]([C:3]1[CH:13]=[CH:12][CH:11]=[CH:10][C:4]=1[C:5]([N:7]([CH3:9])[CH3:8])=[O:6])=O.Cl.[C:15]([NH:19][OH:20])([CH3:18])([CH3:17])[CH3:16], predict the reaction product. The product is: [C:15]([N+:19]([O-:20])=[CH:1][C:3]1[CH:13]=[CH:12][CH:11]=[CH:10][C:4]=1[C:5](=[O:6])[N:7]([CH3:9])[CH3:8])([CH3:18])([CH3:17])[CH3:16]. (5) The product is: [CH:24]1([CH2:27][N:28]2[CH2:32][CH2:31][N:30]([C:33]3[S:34][C:35]([C:39]([NH2:7])=[O:40])=[C:36]([CH3:38])[N:37]=3)[C:29]2=[O:42])[CH2:26][CH2:25]1. Given the reactants FC1C=CC(C[N:7]2C(=O)N(C3SC(C(O)=O)=C(C)N=3)C=N2)=CC=1.[CH:24]1([CH2:27][N:28]2[CH2:32][CH2:31][N:30]([C:33]3[S:34][C:35]([C:39](O)=[O:40])=[C:36]([CH3:38])[N:37]=3)[C:29]2=[O:42])[CH2:26][CH2:25]1, predict the reaction product.